From a dataset of NCI-60 drug combinations with 297,098 pairs across 59 cell lines. Regression. Given two drug SMILES strings and cell line genomic features, predict the synergy score measuring deviation from expected non-interaction effect. (1) Drug 1: C1=CC(=CC=C1C#N)C(C2=CC=C(C=C2)C#N)N3C=NC=N3. Drug 2: CC1C(C(CC(O1)OC2CC(CC3=C2C(=C4C(=C3O)C(=O)C5=C(C4=O)C(=CC=C5)OC)O)(C(=O)CO)O)N)O.Cl. Cell line: HL-60(TB). Synergy scores: CSS=53.3, Synergy_ZIP=5.64, Synergy_Bliss=5.86, Synergy_Loewe=-3.40, Synergy_HSA=6.94. (2) Drug 1: C1CC(=O)NC(=O)C1N2CC3=C(C2=O)C=CC=C3N. Drug 2: C1=NNC2=C1C(=O)NC=N2. Cell line: SF-268. Synergy scores: CSS=0.694, Synergy_ZIP=1.28, Synergy_Bliss=2.50, Synergy_Loewe=1.16, Synergy_HSA=-0.838. (3) Drug 1: C1=NC2=C(N1)C(=S)N=C(N2)N. Drug 2: CC(C)CN1C=NC2=C1C3=CC=CC=C3N=C2N. Cell line: SK-MEL-2. Synergy scores: CSS=16.1, Synergy_ZIP=-5.13, Synergy_Bliss=-2.69, Synergy_Loewe=-4.34, Synergy_HSA=-4.51. (4) Drug 1: CCC1=CC2CC(C3=C(CN(C2)C1)C4=CC=CC=C4N3)(C5=C(C=C6C(=C5)C78CCN9C7C(C=CC9)(C(C(C8N6C)(C(=O)OC)O)OC(=O)C)CC)OC)C(=O)OC.C(C(C(=O)O)O)(C(=O)O)O. Drug 2: CCC1(C2=C(COC1=O)C(=O)N3CC4=CC5=C(C=CC(=C5CN(C)C)O)N=C4C3=C2)O.Cl. Cell line: NCI-H460. Synergy scores: CSS=58.3, Synergy_ZIP=-8.09, Synergy_Bliss=-6.12, Synergy_Loewe=-18.0, Synergy_HSA=-5.35. (5) Drug 1: CC12CCC(CC1=CCC3C2CCC4(C3CC=C4C5=CN=CC=C5)C)O. Drug 2: C1=NC2=C(N1)C(=S)N=C(N2)N. Cell line: SNB-75. Synergy scores: CSS=4.19, Synergy_ZIP=-4.02, Synergy_Bliss=-0.404, Synergy_Loewe=-4.23, Synergy_HSA=-1.42. (6) Drug 1: CS(=O)(=O)C1=CC(=C(C=C1)C(=O)NC2=CC(=C(C=C2)Cl)C3=CC=CC=N3)Cl. Drug 2: CC(C)NC(=O)C1=CC=C(C=C1)CNNC.Cl. Cell line: RPMI-8226. Synergy scores: CSS=-12.4, Synergy_ZIP=7.72, Synergy_Bliss=12.3, Synergy_Loewe=-5.57, Synergy_HSA=-2.62. (7) Drug 1: CC1=C2C(C(=O)C3(C(CC4C(C3C(C(C2(C)C)(CC1OC(=O)C(C(C5=CC=CC=C5)NC(=O)C6=CC=CC=C6)O)O)OC(=O)C7=CC=CC=C7)(CO4)OC(=O)C)O)C)OC(=O)C. Drug 2: CCN(CC)CCCC(C)NC1=C2C=C(C=CC2=NC3=C1C=CC(=C3)Cl)OC. Cell line: T-47D. Synergy scores: CSS=17.8, Synergy_ZIP=-1.69, Synergy_Bliss=-1.40, Synergy_Loewe=-17.7, Synergy_HSA=-2.64.